Regression/Classification. Given a drug SMILES string, predict its absorption, distribution, metabolism, or excretion properties. Task type varies by dataset: regression for continuous measurements (e.g., permeability, clearance, half-life) or binary classification for categorical outcomes (e.g., BBB penetration, CYP inhibition). Dataset: hlm. From a dataset of Human liver microsome stability data. (1) The drug is C=C(C)[C@@H]1CC[C@]2(CNCCCO)CC[C@]3(C)[C@H](CC[C@@H]4[C@@]5(C)CC=C(c6ccc(C(=O)O)cc6)C(C)(C)[C@@H]5CC[C@]43C)[C@@H]12. The result is 0 (unstable in human liver microsomes). (2) The drug is O=C(NCc1ccccc1)c1ccccc1C(=O)N1CCCCC1. The result is 1 (stable in human liver microsomes). (3) The drug is COC(=O)Nc1ccc(-c2cc([C@H](Cc3ccccc3)NC(=O)C=Cc3cc(Cl)ccc3-n3cnnn3)nnc2C)cc1. The result is 1 (stable in human liver microsomes). (4) The drug is CC(C)[C@H](NS(=O)(=O)c1ccc2c(c1)sc1cc(NC(=O)Oc3ccccc3)ccc12)C(=O)O. The result is 0 (unstable in human liver microsomes).